Dataset: Full USPTO retrosynthesis dataset with 1.9M reactions from patents (1976-2016). Task: Predict the reactants needed to synthesize the given product. Given the product [Cl:1][C:2]1[N:7]=[C:6]([C:8]2[C:9]([C:18]3[CH:19]=[C:20]([NH:24][C:31](=[O:32])[CH2:30][C:26]4[S:25][CH:29]=[CH:28][CH:27]=4)[CH:21]=[CH:22][CH:23]=3)=[N:10][N:11]3[CH:16]=[C:15]([CH3:17])[CH:14]=[CH:13][C:12]=23)[CH:5]=[CH:4][N:3]=1, predict the reactants needed to synthesize it. The reactants are: [Cl:1][C:2]1[N:7]=[C:6]([C:8]2[C:9]([C:18]3[CH:19]=[C:20]([NH2:24])[CH:21]=[CH:22][CH:23]=3)=[N:10][N:11]3[CH:16]=[C:15]([CH3:17])[CH:14]=[CH:13][C:12]=23)[CH:5]=[CH:4][N:3]=1.[S:25]1[CH:29]=[CH:28][CH:27]=[C:26]1[CH2:30][C:31](Cl)=[O:32].